From a dataset of Full USPTO retrosynthesis dataset with 1.9M reactions from patents (1976-2016). Predict the reactants needed to synthesize the given product. (1) Given the product [CH3:24][O:23][C:21]([CH:20]([CH2:19][C:18]1[CH:17]=[CH:16][C:15]([O:14][CH2:13][CH2:12][O:11][C:7]2[CH:6]=[C:5]3[C:10](=[CH:9][CH:8]=2)[N:1]=[CH:2][CH:3]=[CH:4]3)=[CH:30][CH:29]=1)[C:25]([OH:27])=[O:26])=[O:22], predict the reactants needed to synthesize it. The reactants are: [N:1]1[C:10]2[C:5](=[CH:6][C:7]([O:11][CH2:12][CH2:13][O:14][C:15]3[CH:30]=[CH:29][C:18]([CH2:19][CH:20]([C:25]([O:27]C)=[O:26])[C:21]([O:23][CH3:24])=[O:22])=[CH:17][CH:16]=3)=[CH:8][CH:9]=2)[CH:4]=[CH:3][CH:2]=1.[OH-].[Na+]. (2) Given the product [Br:20][C:21]1[CH:27]=[CH:26][C:24]([NH:25][C:8]2[C:9](=[CH:13][CH:14]=[CH:15][C:16]=2[N+:17]([O-:19])=[O:18])[C:10]([OH:12])=[O:11])=[CH:23][CH:22]=1, predict the reactants needed to synthesize it. The reactants are: CC(O)C(O)C.Br[C:8]1[C:16]([N+:17]([O-:19])=[O:18])=[CH:15][CH:14]=[CH:13][C:9]=1[C:10]([OH:12])=[O:11].[Br:20][C:21]1[CH:27]=[CH:26][C:24]([NH2:25])=[CH:23][CH:22]=1.C(N1CCOCC1)C. (3) Given the product [Si:10]([OH:20])([OH:17])([O-:14])[O-:11].[Ca+2:5].[Si:10]([O-:20])([O-:17])([O-:14])[O-:11].[Ca+2:5].[Ca+2:5], predict the reactants needed to synthesize it. The reactants are: [N+]([O-])([O-])=O.[Ca+2:5].[N+]([O-])([O-])=O.[Si:10]([O:20]CC)([O:17]CC)([O:14]CC)[O:11]CC.C(O)(=O)CC(CC(O)=O)(C(O)=O)O.[N+]([O-])([O-])=O.[NH4+].N.[N+]([O-])([O-])=O.